This data is from Forward reaction prediction with 1.9M reactions from USPTO patents (1976-2016). The task is: Predict the product of the given reaction. Given the reactants [CH2:1]([O:4][N:5]=[C:6]1[CH2:10][N:9]([C:11]([O:13]C(C)(C)C)=O)[C@H:8]([C:18]([OH:20])=O)[CH2:7]1)[CH:2]=[CH2:3].[O:21]=[C:22]1[C:27](C(Cl)=O)=[CH:26][CH:25]=[C:24]([CH2:31][CH2:32][CH2:33][CH2:34][CH3:35])[O:23]1.[CH2:36]([N:38]([CH2:42][CH3:43])[CH2:39][CH2:40][NH2:41])[CH3:37], predict the reaction product. The product is: [CH2:1]([O:4][N:5]=[C:6]1[CH2:10][N:9]([C:11]([C:27]2[C:22](=[O:21])[O:23][C:24]([CH2:31][CH2:32][CH2:33][CH2:34][CH3:35])=[CH:25][CH:26]=2)=[O:13])[C@H:8]([C:18]([NH:41][CH2:40][CH2:39][N:38]([CH2:42][CH3:43])[CH2:36][CH3:37])=[O:20])[CH2:7]1)[CH:2]=[CH2:3].